This data is from Forward reaction prediction with 1.9M reactions from USPTO patents (1976-2016). The task is: Predict the product of the given reaction. (1) Given the reactants [OH:1][C:2]1[CH:3]=[C:4]2[C:9](=[CH:10][CH:11]=1)[C:7](=[O:8])[O:6][CH2:5]2.Cl.Cl[CH2:14][CH2:15][N:16]1[CH2:21][CH2:20][O:19][CH2:18][CH2:17]1.C(=O)([O-])[O-].[K+].[K+].[I-].[Na+], predict the reaction product. The product is: [N:16]1([CH2:15][CH2:14][O:1][C:2]2[CH:3]=[C:4]3[C:9](=[CH:10][CH:11]=2)[C:7](=[O:8])[O:6][CH2:5]3)[CH2:21][CH2:20][O:19][CH2:18][CH2:17]1. (2) Given the reactants S([O-])([O-])(=O)=O.[C:6]([C:11]1[CH:16]=[CH:15][C:14]([I+:17][C:18]2[CH:23]=[CH:22][C:21]([C:24]([CH2:27][CH3:28])([CH3:26])[CH3:25])=[CH:20][CH:19]=2)=[CH:13][CH:12]=1)([CH2:9][CH3:10])([CH3:8])[CH3:7].[C:24]([C:21]1[CH:22]=[CH:23][C:18]([I+:17][C:14]2[CH:15]=[CH:16][C:11]([C:6]([CH2:9][CH3:10])([CH3:8])[CH3:7])=[CH:12][CH:13]=2)=[CH:19][CH:20]=1)([CH2:27][CH3:28])([CH3:26])[CH3:25].C[N+](C)(C)C.[F:57][C:58]1[C:63]([S:64]([O-:67])(=[O:66])=[O:65])=[C:62]([F:68])[C:61]([F:69])=[C:60]([F:70])[C:59]=1[F:71], predict the reaction product. The product is: [F:57][C:58]1[C:63]([S:64]([O-:67])(=[O:66])=[O:65])=[C:62]([F:68])[C:61]([F:69])=[C:60]([F:70])[C:59]=1[F:71].[C:24]([C:21]1[CH:22]=[CH:23][C:18]([I+:17][C:14]2[CH:15]=[CH:16][C:11]([C:6]([CH2:9][CH3:10])([CH3:8])[CH3:7])=[CH:12][CH:13]=2)=[CH:19][CH:20]=1)([CH2:27][CH3:28])([CH3:26])[CH3:25]. (3) The product is: [F:17][C:16]([F:19])([F:18])[C:14]([OH:20])=[O:15].[NH2:3][CH2:6]/[CH:7]=[CH:8]/[C:9]([O:11][CH2:12][CH3:13])=[O:10]. Given the reactants C([N:3]([CH2:6]/[CH:7]=[CH:8]/[C:9]([O:11][CH2:12][CH3:13])=[O:10])C=O)=O.[C:14]([OH:20])([C:16]([F:19])([F:18])[F:17])=[O:15], predict the reaction product. (4) Given the reactants [H-].[Al+3].[Li+].[H-].[H-].[H-].[CH2:7]([N:14]1[CH2:20][CH:19]([CH2:21][O:22][Si](C(C)(C)C)(C)C)[CH:18]([C:30]2[CH:35]=[CH:34][C:33]([Cl:36])=[C:32]([Cl:37])[CH:31]=2)[O:17]CC1=O)[C:8]1[CH:13]=[CH:12][CH:11]=[CH:10][CH:9]=1.C(NC[C@H]([C@@H](C1C=CC(Cl)=C(Cl)C=1)O)C(OC)=O)C1C=CC=CC=1, predict the reaction product. The product is: [CH2:7]([NH:14][CH2:20][CH:19]([CH2:21][OH:22])[CH:18]([C:30]1[CH:35]=[CH:34][C:33]([Cl:36])=[C:32]([Cl:37])[CH:31]=1)[OH:17])[C:8]1[CH:13]=[CH:12][CH:11]=[CH:10][CH:9]=1. (5) Given the reactants [CH3:1][O:2][C:3]1[CH:10]=[CH:9][C:8]([O:11][C:12]([F:15])([F:14])[F:13])=[CH:7][C:4]=1[CH:5]=[O:6].CC(=CC)C.O.P([O-])(O)(O)=[O:23].[Na+].Cl([O-])=O.[Na+].[OH-].[Na+], predict the reaction product. The product is: [CH3:1][O:2][C:3]1[CH:10]=[CH:9][C:8]([O:11][C:12]([F:13])([F:14])[F:15])=[CH:7][C:4]=1[C:5]([OH:23])=[O:6]. (6) The product is: [CH:1]1([N:5]2[C:13]3[C:8](=[CH:9][CH:10]=[CH:11][CH:12]=3)[C:7]([C:14]([OH:16])=[O:15])=[N:6]2)[CH2:2][CH2:3][CH2:4]1. Given the reactants [CH:1]1([N:5]2[C:13]3[C:8](=[CH:9][CH:10]=[CH:11][CH:12]=3)[C:7]([C:14]([O:16]C)=[O:15])=[N:6]2)[CH2:4][CH2:3][CH2:2]1.[OH-].[Na+].Cl, predict the reaction product. (7) Given the reactants [Cl:1][C:2]1[CH:7]=[CH:6][C:5]([C:8]2[C:12]([C:13]3[CH:18]=[CH:17][N:16]=[CH:15][N:14]=3)=[C:11]([CH:19]3[CH2:24][CH2:23][C:22](=O)[CH2:21][CH2:20]3)[NH:10][N:9]=2)=[CH:4][CH:3]=1.[CH:26]1([NH2:32])[CH2:31][CH2:30][CH2:29][CH2:28][CH2:27]1.C(O[BH-](OC(=O)C)OC(=O)C)(=O)C.[Na+].C(O)(=O)C, predict the reaction product. The product is: [Cl:1][C:2]1[CH:7]=[CH:6][C:5]([C:8]2[C:12]([C:13]3[CH:18]=[CH:17][N:16]=[CH:15][N:14]=3)=[C:11]([C@H:19]3[CH2:24][CH2:23][C@H:22]([NH:32][CH:26]4[CH2:31][CH2:30][CH2:29][CH2:28][CH2:27]4)[CH2:21][CH2:20]3)[NH:10][N:9]=2)=[CH:4][CH:3]=1.